The task is: Predict the reactants needed to synthesize the given product.. This data is from Full USPTO retrosynthesis dataset with 1.9M reactions from patents (1976-2016). (1) Given the product [O:15]=[C:6]1[C:5]2[C:4]3[CH2:3][CH:2]([NH:1][CH2:28][CH2:27][CH2:26][C:20]4[C:19]5[C:23](=[CH:24][CH:25]=[C:17]([C:36]#[N:37])[CH:18]=5)[NH:22][CH:21]=4)[CH2:14][O:13][C:12]=3[CH:11]=[CH:10][C:9]=2[CH2:8][NH:7]1, predict the reactants needed to synthesize it. The reactants are: [NH2:1][CH:2]1[CH2:14][O:13][C:12]2[CH:11]=[CH:10][C:9]3[CH2:8][NH:7][C:6](=[O:15])[C:5]=3[C:4]=2[CH2:3]1.F[C:17]1[CH:18]=[C:19]2[C:23](=[CH:24][CH:25]=1)[NH:22][CH:21]=[C:20]2[CH2:26][CH2:27][CH2:28]C=O.C(O)(=O)C.[BH3-][C:36]#[N:37].[Na+]. (2) Given the product [Cl:35][CH2:36][CH2:37][CH2:38][NH:39][C:40]([NH:1][C:2]1[N:34]=[C:5]2[C:6]([C:24]3[CH:29]=[CH:28][CH:27]=[C:26]([C:30]([F:32])([F:33])[F:31])[CH:25]=3)=[C:7]([CH3:23])[C:8]([C:10]3[N:14]([C:15]4[CH:16]=[CH:17][C:18]([C:19]#[N:20])=[CH:21][CH:22]=4)[N:13]=[CH:12][CH:11]=3)=[CH:9][N:4]2[N:3]=1)=[O:41], predict the reactants needed to synthesize it. The reactants are: [NH2:1][C:2]1[N:34]=[C:5]2[C:6]([C:24]3[CH:29]=[CH:28][CH:27]=[C:26]([C:30]([F:33])([F:32])[F:31])[CH:25]=3)=[C:7]([CH3:23])[C:8]([C:10]3[N:14]([C:15]4[CH:22]=[CH:21][C:18]([C:19]#[N:20])=[CH:17][CH:16]=4)[N:13]=[CH:12][CH:11]=3)=[CH:9][N:4]2[N:3]=1.[Cl:35][CH2:36][CH2:37][CH2:38][N:39]=[C:40]=[O:41]. (3) Given the product [C:6]([C:5]1[CH:4]=[C:3]([C:1]2[O:43][N:42]=[C:41]([C@@H:37]3[N:34]4[CH2:35][CH2:36][N:31]([C:26]5[C:25]([C:23]#[N:24])=[N:30][CH:29]=[CH:28][N:27]=5)[CH2:32][C@@H:33]4[CH2:40][CH2:39][CH2:38]3)[CH:2]=2)[CH:10]=[CH:9][CH:8]=1)#[N:7], predict the reactants needed to synthesize it. The reactants are: [C:1]([C:3]1[CH:4]=[C:5]([CH:8]=[CH:9][CH:10]=1)[C:6]#[N:7])#[CH:2].CCN(CC)CC.CN(C=O)C.[C:23]([C:25]1[C:26]([N:31]2[CH2:36][CH2:35][N:34]3[C@@H:37]([C:41](Cl)=[N:42][OH:43])[CH2:38][CH2:39][CH2:40][C@H:33]3[CH2:32]2)=[N:27][CH:28]=[CH:29][N:30]=1)#[N:24]. (4) Given the product [N:1]1[CH:6]=[CH:5][CH:4]=[CH:3][C:2]=1[C:7]1[CH:19]=[CH:18][C:17]2[C:16]3[C:11](=[CH:12][CH:13]=[CH:14][CH:15]=3)[N:10]([C:21]3[CH:33]=[CH:32][C:31]4[C:30]5[C:25](=[CH:26][CH:27]=[CH:28][CH:29]=5)[N:24]([C:34]5[CH:39]=[CH:38][CH:37]=[CH:36][N:35]=5)[C:23]=4[CH:22]=3)[C:9]=2[CH:8]=1, predict the reactants needed to synthesize it. The reactants are: [N:1]1[CH:6]=[CH:5][CH:4]=[CH:3][C:2]=1[C:7]1[CH:19]=[CH:18][C:17]2[C:16]3[C:11](=[CH:12][CH:13]=[CH:14][CH:15]=3)[NH:10][C:9]=2[CH:8]=1.Br[C:21]1[CH:33]=[CH:32][C:31]2[C:30]3[C:25](=[CH:26][CH:27]=[CH:28][CH:29]=3)[N:24]([C:34]3[CH:39]=[CH:38][CH:37]=[CH:36][N:35]=3)[C:23]=2[CH:22]=1.C(=O)([O-])[O-].[K+].[K+].N1CCC[C@H]1C(O)=O. (5) Given the product [CH:1]1([S:4][C:5]2[CH:6]=[CH:7][C:8](/[C:11](/[C:15]3[CH:16]=[CH:17][C:18]([I:21])=[CH:19][CH:20]=3)=[CH:12]/[CH2:13][O:14][C:23]3[CH:34]=[CH:33][C:26]([O:27][CH2:28][C:29]([O:31][CH3:32])=[O:30])=[C:25]([CH3:35])[CH:24]=3)=[CH:9][CH:10]=2)[CH2:2][CH2:3]1, predict the reactants needed to synthesize it. The reactants are: [CH:1]1([S:4][C:5]2[CH:10]=[CH:9][C:8](/[C:11](/[C:15]3[CH:20]=[CH:19][C:18]([I:21])=[CH:17][CH:16]=3)=[CH:12]/[CH2:13][OH:14])=[CH:7][CH:6]=2)[CH2:3][CH2:2]1.O[C:23]1[CH:34]=[CH:33][C:26]([O:27][CH2:28][C:29]([O:31][CH3:32])=[O:30])=[C:25]([CH3:35])[CH:24]=1.C1(P(C2C=CC=CC=2)C2C=CC=CC=2)C=CC=CC=1.N(C(OC(C)C)=O)=NC(OC(C)C)=O. (6) Given the product [O:14]1[CH2:19][CH2:18][CH:17]=[C:16]([C:20]2[N:25]=[CH:24][C:23]3[O:26][C:27]4[C:32]([C@@:33]5([CH2:38][CH2:37][S:36][C:35]([NH2:39])=[N:34]5)[C:22]=3[CH:21]=2)=[CH:31][C:30]([NH:40][C:2]2[N:3]=[CH:4][CH:5]=[C:6]3[C:11]=2[N:10]=[CH:9][C:8]([O:12][CH3:13])=[CH:7]3)=[CH:29][CH:28]=4)[CH2:15]1, predict the reactants needed to synthesize it. The reactants are: Cl[C:2]1[N:3]=[CH:4][CH:5]=[C:6]2[C:11]=1[N:10]=[CH:9][C:8]([O:12][CH3:13])=[CH:7]2.[O:14]1[CH2:19][CH2:18][CH:17]=[C:16]([C:20]2[N:25]=[CH:24][C:23]3[O:26][C:27]4[C:32]([C@@:33]5([CH2:38][CH2:37][S:36][C:35]([NH2:39])=[N:34]5)[C:22]=3[CH:21]=2)=[CH:31][C:30]([NH2:40])=[CH:29][CH:28]=4)[CH2:15]1.S(=O)(=O)(O)O.[OH-].[Na+]. (7) Given the product [F:1][C:2]([F:44])([F:45])[C:3]1[CH:4]=[C:5]([CH:37]=[C:38]([C:40]([F:41])([F:42])[F:43])[CH:39]=1)[CH2:6][N:7]([CH2:12][C:13]1[CH:18]=[C:17]([C:19]([F:22])([F:21])[F:20])[CH:16]=[CH:15][C:14]=1[C:23]1[CH:28]=[C:27]([C:29](=[O:34])[C:30]([F:31])([F:32])[F:33])[CH:26]=[CH:25][C:24]=1[O:35][CH3:36])[C:8](=[O:11])[O:9][CH3:10], predict the reactants needed to synthesize it. The reactants are: [F:1][C:2]([F:45])([F:44])[C:3]1[CH:4]=[C:5]([CH:37]=[C:38]([C:40]([F:43])([F:42])[F:41])[CH:39]=1)[CH2:6][N:7]([CH2:12][C:13]1[CH:18]=[C:17]([C:19]([F:22])([F:21])[F:20])[CH:16]=[CH:15][C:14]=1[C:23]1[CH:28]=[C:27]([CH:29]([OH:34])[C:30]([F:33])([F:32])[F:31])[CH:26]=[CH:25][C:24]=1[O:35][CH3:36])[C:8](=[O:11])[O:9][CH3:10].CC(OI1(OC(C)=O)(OC(C)=O)OC(=O)C2C=CC=CC1=2)=O.